Dataset: NCI-60 drug combinations with 297,098 pairs across 59 cell lines. Task: Regression. Given two drug SMILES strings and cell line genomic features, predict the synergy score measuring deviation from expected non-interaction effect. Drug 1: CCC1=CC2CC(C3=C(CN(C2)C1)C4=CC=CC=C4N3)(C5=C(C=C6C(=C5)C78CCN9C7C(C=CC9)(C(C(C8N6C)(C(=O)OC)O)OC(=O)C)CC)OC)C(=O)OC.C(C(C(=O)O)O)(C(=O)O)O. Drug 2: CC1CCCC2(C(O2)CC(NC(=O)CC(C(C(=O)C(C1O)C)(C)C)O)C(=CC3=CSC(=N3)C)C)C. Cell line: SNB-19. Synergy scores: CSS=26.0, Synergy_ZIP=1.10, Synergy_Bliss=1.83, Synergy_Loewe=1.84, Synergy_HSA=1.94.